From a dataset of Reaction yield outcomes from USPTO patents with 853,638 reactions. Predict the reaction yield, written as a fraction of the theoretical maximum amount of product (1.0 means a 100% yield; for example, 0.34 means a 34% yield). (1) The reactants are [C:1]([OH:5])(=[O:4])[CH:2]=[CH2:3].[C:6]1([CH3:16])[CH:11]=CC(S(O)(=O)=O)=CC=1.C1(C=CC(O)=CC=1)O.C1OC1CO.[C:30]([O:36]C)([O:34]C)([O:32][CH3:33])[CH3:31]. No catalyst specified. The product is [C:1]([O:5][CH2:16][CH:6]1[CH2:11][O:36][C:30]([O:32][CH3:33])([CH3:31])[O:34]1)(=[O:4])[CH:2]=[CH2:3]. The yield is 0.560. (2) The reactants are [CH2:1]([O:8][C:9]1[C:14](=[O:15])[CH:13]=[CH:12][N:11]([CH3:16])[C:10]=1[CH:17]([OH:22])[C:18]([F:21])([F:20])[F:19])[C:2]1[CH:7]=[CH:6][CH:5]=[CH:4][CH:3]=1.CCN(CC)CC.[CH3:30][S:31](Cl)(=[O:33])=[O:32]. The catalyst is C(Cl)Cl. The product is [CH2:1]([O:8][C:9]1[C:14](=[O:15])[CH:13]=[CH:12][N:11]([CH3:16])[C:10]=1[CH:17]([O:22][S:31]([CH3:30])(=[O:33])=[O:32])[C:18]([F:20])([F:21])[F:19])[C:2]1[CH:3]=[CH:4][CH:5]=[CH:6][CH:7]=1. The yield is 0.194. (3) The reactants are C1C(=O)N([Br:8])C(=O)C1.[Cl:9][C:10]1[CH:15]=[CH:14][C:13]([CH:16]2[C:20]3[N:21]([CH:24]4[CH2:26][CH2:25]4)[CH:22]=[CH:23][C:19]=3[C:18](=[O:27])[N:17]2[C:28]2[CH:33]=[C:32]([CH3:34])[C:31](=[O:35])[N:30]([CH3:36])[CH:29]=2)=[CH:12][CH:11]=1. The catalyst is C(Cl)(Cl)(Cl)Cl.C(Cl)Cl. The product is [Br:8][C:22]1[N:21]([CH:24]2[CH2:26][CH2:25]2)[C:20]2[CH:16]([C:13]3[CH:14]=[CH:15][C:10]([Cl:9])=[CH:11][CH:12]=3)[N:17]([C:28]3[CH:33]=[C:32]([CH3:34])[C:31](=[O:35])[N:30]([CH3:36])[CH:29]=3)[C:18](=[O:27])[C:19]=2[CH:23]=1. The yield is 0.708. (4) The reactants are [H-].[Na+].C([N:7]1[C:11]([NH:12]C(=O)C(F)(F)F)=[C:10]([C:19]2[CH:24]=[C:23]([Cl:25])[CH:22]=[CH:21][C:20]=2[OH:26])[CH:9]=[N:8]1)(C)(C)C.[Cl:27][C:28]1[C:29](F)=[CH:30][C:31]([F:50])=[C:32]([S:34]([N:37]([C:45]2[N:46]=[CH:47][S:48][CH:49]=2)C(=O)OC(C)(C)C)(=[O:36])=[O:35])[CH:33]=1.C(=O)([O-])[O-].[K+].[K+].C(=O)([O-])[O-].[Na+].[Na+]. The catalyst is CN(C)C=O.C(OCC)(=O)C.CO.O. The product is [NH2:12][C:11]1[NH:7][N:8]=[CH:9][C:10]=1[C:19]1[CH:24]=[C:23]([Cl:25])[CH:22]=[CH:21][C:20]=1[O:26][C:29]1[C:28]([Cl:27])=[CH:33][C:32]([S:34]([NH:37][C:45]2[N:46]=[CH:47][S:48][CH:49]=2)(=[O:36])=[O:35])=[C:31]([F:50])[CH:30]=1. The yield is 0.120. (5) The reactants are C1(C)C=CC=CC=1.Cl[C:9]1[N:14]=[CH:13][CH:12]=[CH:11][N:10]=1.[CH:15]([C:17]1[CH:18]=[C:19](B(O)O)[CH:20]=[CH:21][CH:22]=1)=[O:16].C([O-])([O-])=O.[K+].[K+]. The catalyst is C1C=CC([P]([Pd]([P](C2C=CC=CC=2)(C2C=CC=CC=2)C2C=CC=CC=2)([P](C2C=CC=CC=2)(C2C=CC=CC=2)C2C=CC=CC=2)[P](C2C=CC=CC=2)(C2C=CC=CC=2)C2C=CC=CC=2)(C2C=CC=CC=2)C2C=CC=CC=2)=CC=1.O.CN(C=O)C. The product is [N:10]1[CH:11]=[CH:12][CH:13]=[N:14][C:9]=1[C:21]1[CH:22]=[C:17]([CH:18]=[CH:19][CH:20]=1)[CH:15]=[O:16]. The yield is 0.390. (6) The reactants are [CH:1]1[CH:6]=[CH:5][C:4]([N:7]([C:14]2[CH:19]=[CH:18][C:17](Br)=[CH:16][CH:15]=2)[C:8]2[CH:13]=[CH:12][CH:11]=[CH:10][CH:9]=2)=[CH:3][CH:2]=1.[NH2:21][C:22]1[CH:27]=[CH:26][CH:25]=[CH:24][CH:23]=1.CC(C)([O-])C.[Na+]. The catalyst is C1(C)C=CC=CC=1.C(P(C(C)(C)C)C(C)(C)C)(C)(C)C. The product is [C:4]1([N:7]([C:8]2[CH:13]=[CH:12][CH:11]=[CH:10][CH:9]=2)[C:14]2[CH:19]=[CH:18][C:17]([NH:21][C:22]3[CH:27]=[CH:26][CH:25]=[CH:24][CH:23]=3)=[CH:16][CH:15]=2)[CH:5]=[CH:6][CH:1]=[CH:2][CH:3]=1. The yield is 0.850. (7) The reactants are [CH2:1]([N:8]1[CH:12]=[C:11]([C:13]2[CH:17]=[C:16]([C:18]([OH:20])=O)[NH:15][N:14]=2)[N:10]=[CH:9]1)[C:2]1[CH:7]=[CH:6][CH:5]=[CH:4][CH:3]=1.[NH2:21][C@@H:22]([CH3:38])[CH2:23][N:24]1[CH:28]=[CH:27][C:26]([C:29]2[CH:36]=[CH:35][C:32]([C:33]#[N:34])=[C:31]([Cl:37])[CH:30]=2)=[N:25]1. No catalyst specified. The product is [CH2:1]([N:8]1[CH:12]=[C:11]([C:13]2[CH:17]=[C:16]([C:18]([NH:21][C@@H:22]([CH3:38])[CH2:23][N:24]3[CH:28]=[CH:27][C:26]([C:29]4[CH:36]=[CH:35][C:32]([C:33]#[N:34])=[C:31]([Cl:37])[CH:30]=4)=[N:25]3)=[O:20])[NH:15][N:14]=2)[N:10]=[CH:9]1)[C:2]1[CH:3]=[CH:4][CH:5]=[CH:6][CH:7]=1. The yield is 0.449. (8) The reactants are C(Cl)(=O)C(Cl)=O.[Br:7][C:8]1[CH:9]=[C:10]2[C:14](=[CH:15][CH:16]=1)[N:13]([CH3:17])[C:12]([C:18]([OH:20])=O)=[CH:11]2.[NH2:21][C:22]1[CH:31]=[CH:30][C:29]([Cl:32])=[CH:28][C:23]=1[C:24]([O:26][CH3:27])=[O:25].O.C(=O)(O)[O-].[Na+]. The catalyst is CC(N(C)C)=O.C1COCC1.CN(C=O)C. The product is [Br:7][C:8]1[CH:9]=[C:10]2[C:14](=[CH:15][CH:16]=1)[N:13]([CH3:17])[C:12]([C:18]([NH:21][C:22]1[CH:31]=[CH:30][C:29]([Cl:32])=[CH:28][C:23]=1[C:24]([O:26][CH3:27])=[O:25])=[O:20])=[CH:11]2. The yield is 0.920.